From a dataset of Full USPTO retrosynthesis dataset with 1.9M reactions from patents (1976-2016). Predict the reactants needed to synthesize the given product. (1) Given the product [C:11]([O:10][C@@H:9]1[C@H:5]([O:4][C:1](=[O:3])[CH3:2])[C@@H:6]([C:18]2[CH:22]=[C:21]([CH2:23][CH3:24])[O:20][N:19]=2)[O:7][C@H:8]1[N:32]1[CH:31]=[N:30][C:29]2[C:33]1=[N:34][C:26]([Cl:25])=[N:27][C:28]=2[Cl:35])(=[O:13])[CH3:12], predict the reactants needed to synthesize it. The reactants are: [C:1]([O:4][C@H:5]1[C@@H:9]([O:10][C:11](=[O:13])[CH3:12])[CH:8](OC(=O)C)[O:7][C@@H:6]1[C:18]1[CH:22]=[C:21]([CH2:23][CH3:24])[O:20][N:19]=1)(=[O:3])[CH3:2].[Cl:25][C:26]1[N:34]=[C:33]2[C:29]([NH:30][CH:31]=[N:32]2)=[C:28]([Cl:35])[N:27]=1.N12CCCN=C1CCCCC2.FC(F)(F)S(O[Si](C)(C)C)(=O)=O. (2) Given the product [Cl:14][C:8]1[CH:7]=[C:6]2[C:11]([C:12](=[O:13])[C:3]([CH2:2][NH:1][C:35](=[O:36])[C:34]3[CH:38]=[CH:39][N:40]=[C:32]([N:29]4[CH2:28][CH2:27][O:26][CH2:31][CH2:30]4)[CH:33]=3)=[C:4]([C:21]3[O:22][CH:23]=[CH:24][N:25]=3)[N:5]2[C:15]2[CH:20]=[CH:19][CH:18]=[CH:17][CH:16]=2)=[CH:10][CH:9]=1, predict the reactants needed to synthesize it. The reactants are: [NH2:1][CH2:2][C:3]1[C:12](=[O:13])[C:11]2[C:6](=[CH:7][C:8]([Cl:14])=[CH:9][CH:10]=2)[N:5]([C:15]2[CH:20]=[CH:19][CH:18]=[CH:17][CH:16]=2)[C:4]=1[C:21]1[O:22][CH:23]=[CH:24][N:25]=1.[O:26]1[CH2:31][CH2:30][N:29]([C:32]2[CH:33]=[C:34]([CH:38]=[CH:39][N:40]=2)[C:35](O)=[O:36])[CH2:28][CH2:27]1. (3) Given the product [C:17]([O:16][C:14]([N:12]1[CH2:11][CH2:10][S:9][CH:8]([C:5]2[CH:4]=[CH:3][C:2]([NH2:1])=[CH:7][CH:6]=2)[CH2:13]1)=[O:15])([CH3:20])([CH3:19])[CH3:18], predict the reactants needed to synthesize it. The reactants are: [NH2:1][C:2]1[CH:7]=[CH:6][C:5]([CH:8]2[CH2:13][NH:12][CH2:11][CH2:10][S:9]2)=[CH:4][CH:3]=1.[C:14](O[C:14]([O:16][C:17]([CH3:20])([CH3:19])[CH3:18])=[O:15])([O:16][C:17]([CH3:20])([CH3:19])[CH3:18])=[O:15]. (4) Given the product [NH2:25][C:10]1[C:11]([NH:16][C:17]2[CH:22]=[CH:21][C:20]([I:23])=[CH:19][C:18]=2[F:24])=[CH:12][C:13]([F:15])=[CH:14][C:9]=1[O:8][C:5]1[CH:6]=[CH:7][C:2]([F:1])=[C:3]([NH:28][S:29](=[O:31])(=[O:32])[NH2:30])[CH:4]=1, predict the reactants needed to synthesize it. The reactants are: [F:1][C:2]1[CH:7]=[CH:6][C:5]([O:8][C:9]2[CH:14]=[C:13]([F:15])[CH:12]=[C:11]([NH:16][C:17]3[CH:22]=[CH:21][C:20]([I:23])=[CH:19][C:18]=3[F:24])[C:10]=2[N+:25]([O-])=O)=[CH:4][C:3]=1[NH:28][S:29](=[O:32])(=[O:31])[NH2:30].S(S([O-])=O)([O-])=O.[Na+].[Na+].